Dataset: Full USPTO retrosynthesis dataset with 1.9M reactions from patents (1976-2016). Task: Predict the reactants needed to synthesize the given product. The reactants are: [CH:1]1[C:10]2[C:5](=[CH:6][CH:7]=[CH:8][CH:9]=2)[CH:4]=[CH:3][C:2]=1[CH2:11][C:12]1[C:13]([C:34]#[N:35])=[C:14]([C:28]2[CH:33]=[CH:32][N:31]=[N:30][CH:29]=2)[S:15][C:16]=1[C:17]1[N:21]=[CH:20][N:19](C2CCCCO2)[N:18]=1.CO.Cl.O. Given the product [CH:1]1[C:10]2[C:5](=[CH:6][CH:7]=[CH:8][CH:9]=2)[CH:4]=[CH:3][C:2]=1[CH2:11][C:12]1[C:13]([C:34]#[N:35])=[C:14]([C:28]2[CH:33]=[CH:32][N:31]=[N:30][CH:29]=2)[S:15][C:16]=1[C:17]1[NH:21][CH:20]=[N:19][N:18]=1, predict the reactants needed to synthesize it.